This data is from Reaction yield outcomes from USPTO patents with 853,638 reactions. The task is: Predict the reaction yield, written as a fraction of the theoretical maximum amount of product (1.0 means a 100% yield; for example, 0.34 means a 34% yield). (1) The reactants are [Cl:1][C:2]1[C:3]([O:30][C@@H:31]2[CH2:36][CH2:35][CH2:34][CH2:33][C@H:32]2[C:37]2[N:41]([CH3:42])[N:40]=[CH:39][CH:38]=2)=[CH:4][C:5]([F:29])=[C:6]([S:8]([N:11](CC2C=CC(OC)=CC=2OC)[C:12]2[CH:17]=[CH:16][N:15]=[CH:14][N:13]=2)(=[O:10])=[O:9])[CH:7]=1.C([SiH](CC)CC)C.FC(F)(F)C(O)=O. The catalyst is ClCCl. The product is [Cl:1][C:2]1[C:3]([O:30][C@@H:31]2[CH2:36][CH2:35][CH2:34][CH2:33][C@H:32]2[C:37]2[N:41]([CH3:42])[N:40]=[CH:39][CH:38]=2)=[CH:4][C:5]([F:29])=[C:6]([S:8]([NH:11][C:12]2[CH:17]=[CH:16][N:15]=[CH:14][N:13]=2)(=[O:10])=[O:9])[CH:7]=1. The yield is 0.880. (2) The yield is 0.940. The product is [F:12][C:8]1[CH:7]=[C:6]2[C:11]([C@:2]([NH:1][C:25]([NH:24][C:16](=[O:23])[C:17]3[CH:18]=[CH:19][CH:20]=[CH:21][CH:22]=3)=[S:26])([CH3:15])[C@@H:3]([CH2:13][OH:14])[CH2:4][O:5]2)=[CH:10][CH:9]=1. The reactants are [NH2:1][C@:2]1([CH3:15])[C:11]2[C:6](=[CH:7][C:8]([F:12])=[CH:9][CH:10]=2)[O:5][CH2:4][C@@H:3]1[CH2:13][OH:14].[C:16]([N:24]=[C:25]=[S:26])(=[O:23])[C:17]1[CH:22]=[CH:21][CH:20]=[CH:19][CH:18]=1. The catalyst is C1COCC1. (3) The reactants are Br[C:2]1[CH:3]=[C:4]2[C:8](=[CH:9][C:10]=1[F:11])[NH:7][CH:6]=[C:5]2[CH:12]=[O:13].CC1(C)C(C)(C)OB([C:22]2[CH:27]=[CH:26][C:25]([C:28]3([OH:32])[CH2:31][CH2:30][CH2:29]3)=[CH:24][CH:23]=2)O1.C(=O)([O-])[O-].[K+].[K+].[NH4+].[Cl-]. The catalyst is C1(C)C=CC=CC=1.CCO.C1C=CC(P(C2C=CC=CC=2)[C-]2C=CC=C2)=CC=1.C1C=CC(P(C2C=CC=CC=2)[C-]2C=CC=C2)=CC=1.Cl[Pd]Cl.[Fe+2]. The product is [F:11][C:10]1[CH:9]=[C:8]2[C:4]([C:5]([CH:12]=[O:13])=[CH:6][NH:7]2)=[CH:3][C:2]=1[C:22]1[CH:27]=[CH:26][C:25]([C:28]2([OH:32])[CH2:31][CH2:30][CH2:29]2)=[CH:24][CH:23]=1. The yield is 0.510. (4) The reactants are Cl[CH2:2][CH2:3][NH:4][C:5]([NH:7][CH:8]1[CH2:12][CH2:11][CH2:10][CH2:9]1)=[O:6].[H-].[Na+]. The catalyst is C1COCC1. The product is [CH:8]1([N:7]2[CH2:2][CH2:3][NH:4][C:5]2=[O:6])[CH2:12][CH2:11][CH2:10][CH2:9]1. The yield is 0.630. (5) The reactants are [C:1]1([C:10]([O:12][CH3:13])=[O:11])[N:2]=[CH:3][N:4]2[CH:9]=[CH:8][CH:7]=[CH:6][C:5]=12.[Br:14]Br. The catalyst is CC(O)=O.O. The product is [Br:14][C:3]1[N:4]2[CH:9]=[CH:8][CH:7]=[CH:6][C:5]2=[C:1]([C:10]([O:12][CH3:13])=[O:11])[N:2]=1. The yield is 0.960. (6) The reactants are [CH3:1][O:2][C:3](=[O:66])[NH:4][CH:5]([C:60]1[CH:65]=[CH:64][CH:63]=[CH:62][CH:61]=1)[C:6]([N:8]1[CH2:12][C:11](F)(F)[CH2:10][CH:9]1[C:15]1[NH:16][C:17]([C:20]2[CH:25]=[CH:24][C:23]([C:26]3[CH:35]=[CH:34][C:33]4[C:28](=[CH:29][CH:30]=[C:31]([C:36]5[NH:37][C:38]([CH:41]6[CH2:45][CH2:44][CH2:43][N:42]6[C:46](=[O:59])[CH:47]([NH:54][C:55]([O:57][CH3:58])=[O:56])[CH:48]6[CH2:53][CH2:52][O:51][CH2:50][CH2:49]6)=[N:39][CH:40]=5)[CH:32]=4)[CH:27]=3)=[CH:22][CH:21]=2)=[CH:18][N:19]=1)=[O:7].[C:67](OC(N1CC(F)(F)CC1C1NC(C2C=CC(C3C=CC4C(=CC=C(C5NC(C6CCCN6C(OCC6C=CC=CC=6)=O)=NC=5)C=4)C=3)=CC=2)=CN=1)=O)(C)(C)[CH3:68]. No catalyst specified. The product is [CH3:1][O:2][C:3](=[O:66])[NH:4][CH:5]([C:60]1[CH:65]=[CH:64][CH:63]=[CH:62][CH:61]=1)[C:6]([N:8]1[CH:9]([C:15]2[NH:16][C:17]([C:20]3[CH:25]=[CH:24][C:23]([C:26]4[CH:35]=[CH:34][C:33]5[C:28](=[CH:29][CH:30]=[C:31]([C:36]6[NH:37][C:38]([CH:41]7[CH2:45][CH2:44][CH2:43][N:42]7[C:46](=[O:59])[CH:47]([NH:54][C:55]([O:57][CH3:58])=[O:56])[CH:48]7[CH2:53][CH2:52][O:51][CH2:50][CH2:49]7)=[N:39][CH:40]=6)[CH:32]=5)[CH:27]=4)=[CH:22][CH:21]=3)=[CH:18][N:19]=2)[CH2:10][C:11]2([CH2:68][CH2:67]2)[CH2:12]1)=[O:7]. The yield is 0.330. (7) The reactants are [Cl:1][C:2]1[CH:3]=[C:4]([C:11]([O:13][CH3:14])=[O:12])[C:5]2[CH:6]=[N:7][NH:8][C:9]=2[CH:10]=1.[H-].[Na+].I[CH:18]([CH3:20])[CH3:19].C(=O)([O-])[O-].[Na+].[Na+].CI. The catalyst is CN(C=O)C.[NH4+].[Cl-]. The product is [Cl:1][C:2]1[CH:3]=[C:4]([C:11]([O:13][CH3:14])=[O:12])[C:5]2[CH:6]=[N:7][N:8]([CH:18]([CH3:20])[CH3:19])[C:9]=2[CH:10]=1. The yield is 0.450. (8) The reactants are [CH2:1]([N:5]1[CH2:10][CH2:9][N:8]([C:11]([O:13][C:14]([CH3:17])([CH3:16])[CH3:15])=[O:12])[CH2:7][CH2:6]1)[CH2:2][C:3]#[CH:4].I[C:19]1[C:27]2[O:26][CH2:25][C:24](=[O:28])[C:23]=2[CH:22]=[CH:21][C:20]=1[O:29][CH3:30]. The catalyst is C(N(CC)CC)C.Cl[Pd](Cl)([P](C1C=CC=CC=1)(C1C=CC=CC=1)C1C=CC=CC=1)[P](C1C=CC=CC=1)(C1C=CC=CC=1)C1C=CC=CC=1.[Cu]I. The product is [CH3:30][O:29][C:20]1[CH:21]=[CH:22][C:23]2[C:24](=[O:28])[CH2:25][O:26][C:27]=2[C:19]=1[C:4]#[C:3][CH2:2][CH2:1][N:5]1[CH2:6][CH2:7][N:8]([C:11]([O:13][C:14]([CH3:17])([CH3:16])[CH3:15])=[O:12])[CH2:9][CH2:10]1. The yield is 0.350.